The task is: Predict the reaction yield, written as a fraction of the theoretical maximum amount of product (1.0 means a 100% yield; for example, 0.34 means a 34% yield).. This data is from Reaction yield outcomes from USPTO patents with 853,638 reactions. (1) The reactants are [CH3:1][C:2]1[CH:7]=[C:6]([CH3:8])[CH:5]=[CH:4][C:3]=1[C:9]1[CH:18]=[CH:17][CH:16]=[C:15]2[C:10]=1[C:11](=[O:26])[CH:12]=[CH:13][N:14]2[CH:19]([CH2:23][CH2:24][CH3:25])[CH2:20][CH2:21][CH3:22].[Br:27]NC(=O)CCC(N)=O. The catalyst is CN(C)C=O.O. The product is [CH3:1][C:2]1[CH:7]=[C:6]([CH3:8])[CH:5]=[CH:4][C:3]=1[C:9]1[CH:18]=[CH:17][CH:16]=[C:15]2[C:10]=1[C:11](=[O:26])[C:12]([Br:27])=[CH:13][N:14]2[CH:19]([CH2:23][CH2:24][CH3:25])[CH2:20][CH2:21][CH3:22]. The yield is 0.530. (2) The reactants are [CH3:1][O:2][C:3]1[CH:8]=[CH:7][C:6]([CH:9]([C:42]2[CH:47]=[CH:46][C:45]([O:48][CH3:49])=[CH:44][CH:43]=2)[O:10][CH:11]([C:36]2[CH:41]=[CH:40][CH:39]=[CH:38][CH:37]=2)[CH:12]2[O:16][CH:15]([N:17]3[CH:25]=[N:24][C:23]4[C:22](=[O:26])[NH:21][C:20]([NH:27][C:28](=[O:32])[CH:29]([CH3:31])[CH3:30])=[N:19][C:18]3=4)[CH:14]([O:33][CH3:34])[CH:13]2[OH:35])=[CH:5][CH:4]=1.[C:50](O[C:50](=[O:57])[C:51]1[CH:56]=[CH:55][CH:54]=[CH:53][CH:52]=1)(=[O:57])[C:51]1[CH:56]=[CH:55][CH:54]=[CH:53][CH:52]=1. The catalyst is N1C=CC=CC=1.CN(C1C=CN=CC=1)C. The product is [CH3:49][O:48][C:45]1[CH:46]=[CH:47][C:42]([CH:9]([C:6]2[CH:5]=[CH:4][C:3]([O:2][CH3:1])=[CH:8][CH:7]=2)[O:10][CH:11]([C:36]2[CH:37]=[CH:38][CH:39]=[CH:40][CH:41]=2)[CH:12]2[CH:13]([O:35][C:50](=[O:57])[C:51]3[CH:56]=[CH:55][CH:54]=[CH:53][CH:52]=3)[CH:14]([O:33][CH3:34])[CH:15]([N:17]3[CH:25]=[N:24][C:23]4[C:22](=[O:26])[NH:21][C:20]([NH:27][C:28](=[O:32])[CH:29]([CH3:31])[CH3:30])=[N:19][C:18]3=4)[O:16]2)=[CH:43][CH:44]=1. The yield is 0.500. (3) The reactants are [CH3:1][CH2:2][OH:3].[H-].[Na+].F[C:7]1[CH:12]=[C:11]([Br:13])[CH:10]=[CH:9][C:8]=1[N+:14]([O-:16])=[O:15]. The catalyst is C1COCC1. The product is [Br:13][C:11]1[CH:10]=[CH:9][C:8]([N+:14]([O-:16])=[O:15])=[C:7]([O:3][CH2:2][CH3:1])[CH:12]=1. The yield is 0.970. (4) The reactants are [Cl:1][C:2]1[C:11]2[CH2:10][CH2:9][CH2:8][CH2:7][C:6]=2[C:5](Cl)=[N:4][N:3]=1.[NH3:13]. The catalyst is C(O)C. The product is [Cl:1][C:2]1[C:11]2[CH2:10][CH2:9][CH2:8][CH2:7][C:6]=2[C:5]([NH2:13])=[N:4][N:3]=1. The yield is 0.160. (5) The reactants are [CH3:1][O:2][C:3]1[CH:12]=[CH:11][C:6]([C:7]([O:9][CH3:10])=[O:8])=[CH:5][C:4]=1[O:13][CH2:14][CH2:15][O:16][CH3:17].CC(OC(C)=O)=O.[N+:25]([O-])([OH:27])=[O:26]. The catalyst is CC(O)=O. The product is [CH3:1][O:2][C:3]1[C:4]([O:13][CH2:14][CH2:15][O:16][CH3:17])=[CH:5][C:6]([C:7]([O:9][CH3:10])=[O:8])=[C:11]([N+:25]([O-:27])=[O:26])[CH:12]=1. The yield is 0.560. (6) The reactants are [Li][CH2:2]CCC.[Br:6][C:7]1[CH:15]=[C:14]2[C:10]([CH2:11][CH2:12][C:13]2=O)=[CH:9][CH:8]=1. The catalyst is [Br-].C[P+](C1C=CC=CC=1)(C1C=CC=CC=1)C1C=CC=CC=1.C1COCC1. The product is [Br:6][C:7]1[CH:15]=[C:14]2[C:10]([CH2:11][CH2:12][C:13]2=[CH2:2])=[CH:9][CH:8]=1. The yield is 0.620.